This data is from NCI-60 drug combinations with 297,098 pairs across 59 cell lines. The task is: Regression. Given two drug SMILES strings and cell line genomic features, predict the synergy score measuring deviation from expected non-interaction effect. Drug 1: CC(CN1CC(=O)NC(=O)C1)N2CC(=O)NC(=O)C2. Drug 2: B(C(CC(C)C)NC(=O)C(CC1=CC=CC=C1)NC(=O)C2=NC=CN=C2)(O)O. Cell line: RPMI-8226. Synergy scores: CSS=22.0, Synergy_ZIP=-6.77, Synergy_Bliss=-10.4, Synergy_Loewe=-13.9, Synergy_HSA=-8.59.